From a dataset of Full USPTO retrosynthesis dataset with 1.9M reactions from patents (1976-2016). Predict the reactants needed to synthesize the given product. (1) The reactants are: [CH:1]1([CH2:6][CH:7]([C:18]2[NH:19][C:20]([C:23]([CH:25]3[CH2:27][CH2:26]3)=[O:24])=[CH:21][N:22]=2)[C:8]2[CH:13]=[CH:12][C:11]([S:14]([CH3:17])(=[O:16])=[O:15])=[CH:10][CH:9]=2)[CH2:5][CH2:4][CH2:3][CH2:2]1.[Br:28]N1C(=O)CCC1=O. Given the product [Br:28][C:21]1[N:22]=[C:18]([CH:7]([C:8]2[CH:9]=[CH:10][C:11]([S:14]([CH3:17])(=[O:16])=[O:15])=[CH:12][CH:13]=2)[CH2:6][CH:1]2[CH2:2][CH2:3][CH2:4][CH2:5]2)[NH:19][C:20]=1[C:23]([CH:25]1[CH2:27][CH2:26]1)=[O:24], predict the reactants needed to synthesize it. (2) Given the product [C:1]([O:5][C:6]([N:8]1[CH2:9][CH2:10][N:11]([CH2:14][C:15]2[CH:20]=[C:19]([NH2:21])[C:18]([C:22](=[O:23])[NH:29][CH2:30][C:31]3[CH:32]=[C:33]([C:34]#[N:35])[CH:36]=[CH:37][C:38]=3[S:39]([CH2:42][CH3:43])(=[O:41])=[O:40])=[CH:17][C:16]=2[C:25]([F:27])([F:26])[F:28])[CH2:12][CH2:13]1)=[O:7])([CH3:2])([CH3:4])[CH3:3], predict the reactants needed to synthesize it. The reactants are: [C:1]([O:5][C:6]([N:8]1[CH2:13][CH2:12][N:11]([CH2:14][C:15]2[CH:20]=[C:19]([NH2:21])[C:18]([C:22](O)=[O:23])=[CH:17][C:16]=2[C:25]([F:28])([F:27])[F:26])[CH2:10][CH2:9]1)=[O:7])([CH3:4])([CH3:3])[CH3:2].[NH2:29][CH2:30][C:31]1[CH:32]=[C:33]([CH:36]=[CH:37][C:38]=1[S:39]([CH2:42][CH3:43])(=[O:41])=[O:40])[C:34]#[N:35].Cl.ClC1C=CC(S(CC)(=O)=O)=C(C=1)CN.C1C=CC2N(O)N=NC=2C=1. (3) Given the product [CH3:1][O:2][C:3]([C:5]1[N:6]=[CH:7][C:8]([N:22]2[CH2:21][CH2:20][N:19]([C:12]([O:14][C:15]([CH3:18])([CH3:17])[CH3:16])=[O:13])[CH2:24][CH2:23]2)=[N:9][CH:10]=1)=[O:4], predict the reactants needed to synthesize it. The reactants are: [CH3:1][O:2][C:3]([C:5]1[CH:10]=[N:9][C:8](Cl)=[CH:7][N:6]=1)=[O:4].[C:12]([N:19]1[CH2:24][CH2:23][NH:22][CH2:21][CH2:20]1)([O:14][C:15]([CH3:18])([CH3:17])[CH3:16])=[O:13].C([O-])([O-])=O.[K+].[K+]. (4) Given the product [CH3:18][O:6][CH2:5][C:4]#[C:3][C:2]([N:8]1[Si:9]([CH3:16])([CH3:15])[CH2:10][CH2:11][Si:12]1([CH3:13])[CH3:14])([CH3:1])[CH3:7], predict the reactants needed to synthesize it. The reactants are: [CH3:1][C:2]([N:8]1[Si:12]([CH3:14])([CH3:13])[CH2:11][CH2:10][Si:9]1([CH3:16])[CH3:15])([CH3:7])[C:3]#[C:4][CH2:5][OH:6].[K].[CH3:18][Si]([NH-])(C)C.CI. (5) Given the product [C:1]1([CH:7]([C:44]2[CH:45]=[CH:46][CH:47]=[CH:48][CH:49]=2)[C:8]([O:10][C@H:11]2[CH2:15][CH2:14][N:13]([CH2:16][C@H:17]([C:18]3[CH:23]=[CH:22][CH:21]=[C:20]([NH2:24])[CH:19]=3)[N:27]([C:29](=[O:43])[CH:30]([C:31]3[CH:32]=[CH:33][CH:34]=[CH:35][CH:36]=3)[C:37]3[CH:42]=[CH:41][CH:40]=[CH:39][CH:38]=3)[CH3:28])[CH2:12]2)=[O:9])[CH:6]=[CH:5][CH:4]=[CH:3][CH:2]=1, predict the reactants needed to synthesize it. The reactants are: [C:1]1([CH:7]([C:44]2[CH:49]=[CH:48][CH:47]=[CH:46][CH:45]=2)[C:8]([O:10][C@H:11]2[CH2:15][CH2:14][N:13]([CH2:16][C@@H:17]([N:27]([C:29](=[O:43])[CH:30]([C:37]3[CH:42]=[CH:41][CH:40]=[CH:39][CH:38]=3)[C:31]3[CH:36]=[CH:35][CH:34]=[CH:33][CH:32]=3)[CH3:28])[C:18]3[CH:23]=[CH:22][CH:21]=[C:20]([N+:24]([O-])=O)[CH:19]=3)[CH2:12]2)=[O:9])[CH:6]=[CH:5][CH:4]=[CH:3][CH:2]=1. (6) Given the product [CH3:1][C:3]1([C:16]([O:18][CH2:19][CH3:20])=[O:17])[CH2:8][CH2:7][CH2:6][N:5]([C:9]([O:11][C:12]([CH3:13])([CH3:14])[CH3:15])=[O:10])[CH2:4]1, predict the reactants needed to synthesize it. The reactants are: [CH2:1]([C:3]1([C:16]([O-:18])=[O:17])[CH2:8][CH2:7][CH2:6][N:5]([C:9]([O:11][C:12]([CH3:15])([CH3:14])[CH3:13])=[O:10])[CH2:4]1)C.[CH:19]([N-]C(C)C)(C)[CH3:20].[Li+].CI.[Cl-].[NH4+]. (7) The reactants are: [OH:1][C:2]12[CH2:11][CH:6]3[CH2:7][CH:8]([CH2:10][CH:4]([CH:5]3[NH:12][C:13]([C:15]3[CH:26]=[CH:25][C:18]4[N:19]([CH2:22][CH2:23][NH2:24])[CH:20]=[N:21][C:17]=4[CH:16]=3)=[O:14])[CH2:3]1)[CH2:9]2.CCN(C(C)C)C(C)C.[OH:36][CH:37]1[CH2:42][CH2:41][N:40]([C:43](Cl)=[O:44])[CH2:39][CH2:38]1. Given the product [OH:1][C:2]12[CH2:3][CH:4]3[CH2:10][CH:8]([CH2:7][CH:6]([CH:5]3[NH:12][C:13]([C:15]3[CH:26]=[CH:25][C:18]4[N:19]([CH2:22][CH2:23][NH:24][C:43]([N:40]5[CH2:41][CH2:42][CH:37]([OH:36])[CH2:38][CH2:39]5)=[O:44])[CH:20]=[N:21][C:17]=4[CH:16]=3)=[O:14])[CH2:11]1)[CH2:9]2, predict the reactants needed to synthesize it. (8) Given the product [ClH:1].[NH2:32][C@@H:4]([C@@H:3]([CH3:2])[CH2:40][CH3:41])[C:5]([NH:6][CH2:7][CH2:8][C:9](=[O:30])[NH:10][C:11](=[O:29])[CH2:12][C:13]1[CH:14]=[CH:15][C:16]([CH2:19][CH2:20][CH2:21][CH2:22][C:23]2[CH:24]=[CH:25][CH:26]=[CH:27][CH:28]=2)=[CH:17][CH:18]=1)=[O:31], predict the reactants needed to synthesize it. The reactants are: [ClH:1].[CH3:2][C@@H:3]([CH2:40][CH3:41])[C@H:4]([NH:32]C(=O)OC(C)(C)C)[C:5](=[O:31])[NH:6][CH2:7][CH2:8][C:9](=[O:30])[NH:10][C:11](=[O:29])[CH2:12][C:13]1[CH:18]=[CH:17][C:16]([CH2:19][CH2:20][CH2:21][CH2:22][C:23]2[CH:28]=[CH:27][CH:26]=[CH:25][CH:24]=2)=[CH:15][CH:14]=1. (9) Given the product [Cl:26][C:10]1[C:9]2[N:14]=[CH:15][CH:16]=[CH:17][C:8]=2[C:7]([C:1]2[CH:6]=[CH:5][CH:4]=[CH:3][CH:2]=2)=[N:12][N:11]=1, predict the reactants needed to synthesize it. The reactants are: [C:1]1([C:7]2[C:8]3[CH:17]=[CH:16][CH:15]=[N:14][C:9]=3[C:10](=O)[NH:11][N:12]=2)[CH:6]=[CH:5][CH:4]=[CH:3][CH:2]=1.N1C=CC=CC=1.P(Cl)(Cl)([Cl:26])=O. (10) Given the product [CH3:1][O:2][C:3]1[CH:4]=[C:5]2[C:9](=[CH:10][CH:11]=1)[C@H:8]([C@H:12]([CH3:16])[C:13]([O:15][CH3:17])=[O:14])[CH2:7][CH2:6]2, predict the reactants needed to synthesize it. The reactants are: [CH3:1][O:2][C:3]1[CH:4]=[C:5]2[C:9](=[CH:10][CH:11]=1)[C@H:8]([C@H:12]([CH3:16])[C:13]([OH:15])=[O:14])[CH2:7][CH2:6]2.[C:17](=O)(O)[O-].[Na+].IC.O.